Predict the reactants needed to synthesize the given product. From a dataset of Full USPTO retrosynthesis dataset with 1.9M reactions from patents (1976-2016). Given the product [Cl:12][C:13]1[N:18]=[C:17]([NH:1][C:2]2[CH:11]=[CH:10][CH:9]=[CH:8][C:3]=2[C:4]([NH:6][CH3:7])=[O:5])[C:16]([Cl:20])=[CH:15][N:14]=1, predict the reactants needed to synthesize it. The reactants are: [NH2:1][C:2]1[CH:11]=[CH:10][CH:9]=[CH:8][C:3]=1[C:4]([NH:6][CH3:7])=[O:5].[Cl:12][C:13]1[N:18]=[C:17](Cl)[C:16]([Cl:20])=[CH:15][N:14]=1.C([O-])([O-])=O.[K+].[K+].